From a dataset of Full USPTO retrosynthesis dataset with 1.9M reactions from patents (1976-2016). Predict the reactants needed to synthesize the given product. (1) Given the product [C:9]([C:13]1[CH:14]=[C:15]([N+:7]([O-:8])=[O:6])[C:16]([OH:21])=[C:17]([CH:20]=1)[CH:18]=[O:19])([CH3:12])([CH3:10])[CH3:11], predict the reactants needed to synthesize it. The reactants are: F[B-](F)(F)F.[O:6]=[N+:7]=[O:8].[C:9]([C:13]1[CH:14]=[CH:15][C:16]([OH:21])=[C:17]([CH:20]=1)[CH:18]=[O:19])([CH3:12])([CH3:11])[CH3:10].C(OCC)(=O)C.C([O-])(O)=O.[Na+]. (2) Given the product [N+:31]([O-:34])([OH:33])=[O:32].[N:8]1[CH:9]=[CH:10][N:11]=[CH:12][C:13]=1[C:30]([NH2:31])=[O:26], predict the reactants needed to synthesize it. The reactants are: C1C2C(=O)C(C(O)=O)=CN(C3CC3)C=2C=C([N:8]2[CH2:13][CH2:12][NH:11][CH2:10][CH2:9]2)C=1F.Cl.[O:26]1[CH2:30]CCC1.[N+:31]([O-:34])([OH:33])=[O:32]. (3) The reactants are: [Br:1][C:2]1[N:7]=[C:6]([C:8](O)=O)[CH:5]=[CH:4][CH:3]=1.C1(P(=[CH:30][CH:31]=[O:32])(C2C=CC=CC=2)C2C=CC=CC=2)C=CC=CC=1. Given the product [Br:1][C:2]1[N:7]=[C:6](/[CH:8]=[CH:30]/[CH:31]=[O:32])[CH:5]=[CH:4][CH:3]=1, predict the reactants needed to synthesize it. (4) Given the product [F:1][C:2]1[CH:3]=[CH:4][C:5]([CH2:6][N:7]2[C@@H:11]([CH3:12])[CH2:10][N:9]([C:13]3[S:14][C:15]([C:19]([NH:73][CH2:72][C:68]4[CH:67]=[N:66][CH:71]=[CH:70][CH:69]=4)=[O:20])=[C:16]([CH3:18])[N:17]=3)[C:8]2=[O:22])=[CH:23][CH:24]=1, predict the reactants needed to synthesize it. The reactants are: [F:1][C:2]1[CH:24]=[CH:23][C:5]([CH2:6][N:7]2[C@@H:11]([CH3:12])[CH2:10][N:9]([C:13]3[S:14][C:15]([C:19](O)=[O:20])=[C:16]([CH3:18])[N:17]=3)[C:8]2=[O:22])=[CH:4][CH:3]=1.ON1C2C=CC=CC=2N=N1.F[B-](F)(F)F.N1(OC(N(C)C)=[N+](C)C)C2C=CC=CC=2N=N1.C(N(CC)C(C)C)(C)C.[N:66]1[CH:71]=[CH:70][CH:69]=[C:68]([CH2:72][NH2:73])[CH:67]=1.